This data is from Reaction yield outcomes from USPTO patents with 853,638 reactions. The task is: Predict the reaction yield, written as a fraction of the theoretical maximum amount of product (1.0 means a 100% yield; for example, 0.34 means a 34% yield). (1) The reactants are C(N(C(C)C)CC)(C)C.F[P-](F)(F)(F)(F)F.N1(OC(N(C)C)=[N+](C)C)C2N=CC=CC=2N=N1.[CH3:34][O:35][CH2:36][CH2:37][N:38]1[CH:42]=[CH:41][C:40]([C:43]2[CH:47]=[CH:46][S:45][CH:44]=2)=[C:39]1[C:48](=[O:52])[C:49]([OH:51])=O.[CH3:53][C:54]1[CH:59]=[C:58]([CH3:60])[N:57]=[C:56]([N:61]2[CH2:66][CH2:65][N:64]([C:67]3[CH:72]=[CH:71][C:70]([NH2:73])=[CH:69][CH:68]=3)[CH2:63][CH2:62]2)[CH:55]=1. The catalyst is ClCCl. The product is [CH3:53][C:54]1[CH:59]=[C:58]([CH3:60])[N:57]=[C:56]([N:61]2[CH2:66][CH2:65][N:64]([C:67]3[CH:72]=[CH:71][C:70]([NH:73][C:49](=[O:51])[C:48]([C:39]4[N:38]([CH2:37][CH2:36][O:35][CH3:34])[CH:42]=[CH:41][C:40]=4[C:43]4[CH:47]=[CH:46][S:45][CH:44]=4)=[O:52])=[CH:69][CH:68]=3)[CH2:63][CH2:62]2)[CH:55]=1. The yield is 0.200. (2) The reactants are [F:1][C:2]([F:18])([F:17])[C:3]1[CH:8]=[CH:7][C:6]([C:9]2[CH:14]=[CH:13][C:12]([CH:15]=O)=[CH:11][CH:10]=2)=[CH:5][CH:4]=1.[CH3:19][C:20]([S@:23]([NH2:25])=[O:24])([CH3:22])[CH3:21].ClCCl.C(=O)(O)[O-].[Na+]. The catalyst is [O-]CC.[Ti+4].[O-]CC.[O-]CC.[O-]CC.[Ti].CO. The product is [CH3:19][C:20]([S@:23](/[N:25]=[CH:15]/[C:12]1[CH:13]=[CH:14][C:9]([C:6]2[CH:7]=[CH:8][C:3]([C:2]([F:18])([F:17])[F:1])=[CH:4][CH:5]=2)=[CH:10][CH:11]=1)=[O:24])([CH3:22])[CH3:21]. The yield is 0.840. (3) The reactants are I[C:2]1[CH:11]=[C:10]2[C:5]([CH:6]=[CH:7][C:8]([CH3:12])=[N:9]2)=[C:4]([O:13][CH2:14][CH2:15][N:16]2[CH2:21][CH2:20][CH:19]([CH2:22][C:23]3[CH:24]=[CH:25][C:26]4[O:31][CH2:30][C:29](=[O:32])[NH:28][C:27]=4[CH:33]=3)[CH2:18][CH2:17]2)[CH:3]=1.[Cu][C:35]#[N:36]. No catalyst specified. The product is [CH3:12][C:8]1[CH:7]=[CH:6][C:5]2[C:10](=[CH:11][C:2]([C:35]#[N:36])=[CH:3][C:4]=2[O:13][CH2:14][CH2:15][N:16]2[CH2:17][CH2:18][CH:19]([CH2:22][C:23]3[CH:24]=[CH:25][C:26]4[O:31][CH2:30][C:29](=[O:32])[NH:28][C:27]=4[CH:33]=3)[CH2:20][CH2:21]2)[N:9]=1. The yield is 0.230. (4) The reactants are [O:1]([CH:8]1[CH2:17][CH2:16][CH2:15][C:14]2[CH:13]=[C:12]([C:18]([OH:20])=O)[CH:11]=[CH:10][C:9]1=2)[C:2]1[CH:7]=[CH:6][CH:5]=[CH:4][CH:3]=1.Cl.C(N=C=NCCCN(C)C)C.ON1C2C=CC=CC=2N=N1.C(N(CC)CC)C.[NH2:50][CH2:51][C:52]1[C:53]([OH:60])=[N:54][C:55]([CH3:59])=[CH:56][C:57]=1[CH3:58]. The catalyst is ClCCl. The product is [OH:60][C:53]1[C:52]([CH2:51][NH:50][C:18]([C:12]2[CH:11]=[CH:10][C:9]3[CH:8]([O:1][C:2]4[CH:3]=[CH:4][CH:5]=[CH:6][CH:7]=4)[CH2:17][CH2:16][CH2:15][C:14]=3[CH:13]=2)=[O:20])=[C:57]([CH3:58])[CH:56]=[C:55]([CH3:59])[N:54]=1. The yield is 0.630. (5) The reactants are [Cl:1][C:2]1[C:7]([CH:8]=[O:9])=[C:6]([N:10]2[CH2:22][CH2:21][N:13]3[C:14]4[CH2:15][CH2:16][CH2:17][CH2:18][C:19]=4[CH:20]=[C:12]3[C:11]2=[O:23])[N:5]=[CH:4][CH:3]=1.[BH4-].[Na+]. The catalyst is CO. The product is [Cl:1][C:2]1[CH:3]=[CH:4][N:5]=[C:6]([N:10]2[CH2:22][CH2:21][N:13]3[C:14]4[CH2:15][CH2:16][CH2:17][CH2:18][C:19]=4[CH:20]=[C:12]3[C:11]2=[O:23])[C:7]=1[CH2:8][OH:9]. The yield is 0.900. (6) The reactants are [NH2:1][C:2]1[CH:3]=[C:4]([N:12]([CH2:20][CH2:21][CH2:22][N:23]([CH3:25])[CH3:24])[C:13](=[O:19])[O:14][C:15]([CH3:18])([CH3:17])[CH3:16])[CH:5]=[C:6]([C:8]([F:11])([F:10])[F:9])[CH:7]=1.[ClH:26].C(OCC)C. The catalyst is CO. The product is [ClH:26].[NH2:1][C:2]1[CH:3]=[C:4]([N:12]([CH2:20][CH2:21][CH2:22][N:23]([CH3:25])[CH3:24])[C:13](=[O:19])[O:14][C:15]([CH3:16])([CH3:17])[CH3:18])[CH:5]=[C:6]([C:8]([F:11])([F:10])[F:9])[CH:7]=1. The yield is 1.00.